This data is from Full USPTO retrosynthesis dataset with 1.9M reactions from patents (1976-2016). The task is: Predict the reactants needed to synthesize the given product. (1) Given the product [CH2:37]([O:1][C:2]1[CH:33]=[CH:32][C:5]([CH2:6][CH:7]2[C:16]3[C:11](=[CH:12][C:13]([O:19][CH3:20])=[C:14]([O:17][CH3:18])[CH:15]=3)[CH2:10][CH2:9][N:8]2[CH2:21][C:22]([NH:24][CH2:25][C:26]2[CH:31]=[CH:30][CH:29]=[CH:28][CH:27]=2)=[O:23])=[CH:4][C:3]=1[O:34][CH3:35])[CH:38]([CH3:40])[CH3:39], predict the reactants needed to synthesize it. The reactants are: [OH:1][C:2]1[CH:33]=[CH:32][C:5]([CH2:6][CH:7]2[C:16]3[C:11](=[CH:12][C:13]([O:19][CH3:20])=[C:14]([O:17][CH3:18])[CH:15]=3)[CH2:10][CH2:9][N:8]2[CH2:21][C:22]([NH:24][CH2:25][C:26]2[CH:31]=[CH:30][CH:29]=[CH:28][CH:27]=2)=[O:23])=[CH:4][C:3]=1[O:34][CH3:35].Br[CH2:37][CH:38]([CH3:40])[CH3:39]. (2) Given the product [F:19][C:16]([F:17])([F:18])[C:13]1[CH:14]=[CH:15][C:10]([C:5]2[CH:4]=[C:3]3[C:8](=[CH:7][CH:6]=2)[NH:9][C:21](=[O:23])[NH:1][CH2:2]3)=[CH:11][CH:12]=1, predict the reactants needed to synthesize it. The reactants are: [NH2:1][CH2:2][C:3]1[CH:4]=[C:5]([C:10]2[CH:15]=[CH:14][C:13]([C:16]([F:19])([F:18])[F:17])=[CH:12][CH:11]=2)[CH:6]=[CH:7][C:8]=1[NH2:9].Cl[C:21](Cl)([O:23]C(=O)OC(Cl)(Cl)Cl)Cl.C(=O)([O-])O.[Na+]. (3) Given the product [C:1]([C:5]1[CH:10]=[CH:9][C:8]([C:11]2[N:12]([C:32]([N:41]3[CH2:42][CH2:43][NH:38][C:39](=[O:44])[CH2:40]3)=[O:33])[C@H:13]([C:25]3[CH:30]=[CH:29][C:28]([Cl:31])=[CH:27][CH:26]=3)[C@@:14]([C:18]3[CH:19]=[CH:20][C:21]([Cl:24])=[CH:22][CH:23]=3)([CH2:16][CH3:17])[N:15]=2)=[C:7]([O:35][CH2:36][CH3:37])[CH:6]=1)([CH3:4])([CH3:2])[CH3:3], predict the reactants needed to synthesize it. The reactants are: [C:1]([C:5]1[CH:10]=[CH:9][C:8]([C:11]2[N:12]([C:32](Cl)=[O:33])[CH:13]([C:25]3[CH:30]=[CH:29][C:28]([Cl:31])=[CH:27][CH:26]=3)[C:14]([C:18]3[CH:23]=[CH:22][C:21]([Cl:24])=[CH:20][CH:19]=3)([CH2:16][CH3:17])[N:15]=2)=[C:7]([O:35][CH2:36][CH3:37])[CH:6]=1)([CH3:4])([CH3:3])[CH3:2].[NH:38]1[CH2:43][CH2:42][NH:41][CH2:40][C:39]1=[O:44]. (4) Given the product [ClH:17].[NH2:1][C:2]1[CH:3]=[C:4]([CH:14]=[CH:15][CH:16]=1)[CH2:5][CH2:6][NH:7][C:8](=[O:13])[C:9]([F:10])([F:11])[F:12], predict the reactants needed to synthesize it. The reactants are: [NH2:1][C:2]1[CH:3]=[C:4]([CH:14]=[CH:15][CH:16]=1)[CH2:5][CH2:6][NH:7][C:8](=[O:13])[C:9]([F:12])([F:11])[F:10].[ClH:17].CCOC(C)=O. (5) Given the product [CH2:1]([O:3][C:4]1[CH:5]=[C:6]([C:13](=[O:21])[CH2:14][CH2:15][C:16]([NH:56][C:46]2[CH:45]=[C:44]([O:43][CH2:36][C:37]3[CH:42]=[CH:41][CH:40]=[CH:39][CH:38]=3)[CH:49]=[C:48]([C:50]3[CH:55]=[CH:54][CH:53]=[CH:52][CH:51]=3)[N:47]=2)=[O:18])[CH:7]=[CH:8][C:9]=1[O:10][CH2:11][CH3:12])[CH3:2], predict the reactants needed to synthesize it. The reactants are: [CH2:1]([O:3][C:4]1[CH:5]=[C:6]([C:13]([O:21]C)(OC)[CH2:14][CH2:15][C:16]([O-:18])=O)[CH:7]=[CH:8][C:9]=1[O:10][CH2:11][CH3:12])[CH3:2].[K+].ClC1C=C(Cl)C=C(Cl)C=1C(Cl)=O.[CH2:36]([O:43][C:44]1[CH:49]=[C:48]([C:50]2[CH:55]=[CH:54][CH:53]=[CH:52][CH:51]=2)[N:47]=[C:46]([NH2:56])[CH:45]=1)[C:37]1[CH:42]=[CH:41][CH:40]=[CH:39][CH:38]=1.Cl. (6) Given the product [C:110]([C:102]1[C:101]([C:98]2[N:97]=[C:96]([C:112](=[O:113])[NH:114][CH3:115])[C:95]([NH:94][C:26]3[C:27]([C:28]([F:29])([F:30])[F:31])=[CH:22][N:23]=[C:24]([NH:32][C:33]4[CH:47]=[CH:46][C:36]([CH2:37][P:38](=[O:45])([O:42][CH2:43][CH3:44])[O:39][CH2:40][CH3:41])=[CH:35][C:34]=4[O:48][CH3:49])[N:25]=3)=[CH:100][CH:99]=2)=[CH:105][N:104]([CH2:106][CH2:107][CH2:108][OH:109])[N:103]=1)#[N:111], predict the reactants needed to synthesize it. The reactants are: OCCCN1C=C(C2C=CC(N[C:22]3[C:27]([C:28]([F:31])([F:30])[F:29])=[CH:26][N:25]=[C:24]([NH:32][C:33]4[CH:47]=[CH:46][C:36]([CH2:37][P:38](=[O:45])([O:42][CH2:43][CH3:44])[O:39][CH2:40][CH3:41])=[CH:35][C:34]=4[O:48][CH3:49])[N:23]=3)=C3C=2CN(C)C3=O)C=N1.C(OP1(=O)CC2C=CC(=CC=2)NC2=NC(=C(C(F)(F)F)C=N2)NC2C=CC(=NC=2C(NC)=O)C2=CN(N=C2)CCCCO1)C.[NH2:94][C:95]1[C:96]([C:112]([NH:114][CH3:115])=[O:113])=[N:97][C:98]([C:101]2[C:102]([C:110]#[N:111])=[N:103][N:104]([CH2:106][CH2:107][CH2:108][OH:109])[CH:105]=2)=[CH:99][CH:100]=1. (7) Given the product [N:28]([CH2:6][CH:7]1[CH2:11][O:10][C:9]2([C:20]3[CH:21]=[CH:22][CH:23]=[CH:24][C:19]=3[C:18]3[O:17][C:16]([CH3:26])([CH3:25])[CH2:15][CH2:14][C:13]=3[C:12]2=[O:27])[O:8]1)=[N+:29]=[N-:30], predict the reactants needed to synthesize it. The reactants are: CS(O[CH2:6][CH:7]1[CH2:11][O:10][C:9]2([C:20]3[CH:21]=[CH:22][CH:23]=[CH:24][C:19]=3[C:18]3[O:17][C:16]([CH3:26])([CH3:25])[CH2:15][CH2:14][C:13]=3[C:12]2=[O:27])[O:8]1)(=O)=O.[N-:28]=[N+:29]=[N-:30].[Na+]. (8) Given the product [CH3:10][C:1]1[CH:6]=[CH:5][CH:4]=[CH:3][C:2]=1[C:7]([Cl:14])=[O:8], predict the reactants needed to synthesize it. The reactants are: [C:1]1([CH3:10])[C:2]([C:7](O)=[O:8])=[CH:3][CH:4]=[CH:5][CH:6]=1.C(Cl)(=O)C([Cl:14])=O. (9) The reactants are: [Cl:1][C:2]1[CH:7]=[CH:6][C:5]([OH:8])=[CH:4][CH:3]=1.[H-].[Na+].CS([C:14]1[N:15]([C:25]2[CH:30]=[CH:29][C:28]([O:31][CH2:32][C:33]([F:36])([F:35])[F:34])=[CH:27][CH:26]=2)[C:16](=[O:24])[C:17]2[CH2:22][C:21](=[O:23])[NH:20][C:18]=2[N:19]=1)=O.C(O)(=O)CC(CC(O)=O)(C(O)=O)O. Given the product [Cl:1][C:2]1[CH:7]=[CH:6][C:5]([O:8][C:14]2[N:15]([C:25]3[CH:26]=[CH:27][C:28]([O:31][CH2:32][C:33]([F:35])([F:34])[F:36])=[CH:29][CH:30]=3)[C:16](=[O:24])[C:17]3[CH2:22][C:21](=[O:23])[NH:20][C:18]=3[N:19]=2)=[CH:4][CH:3]=1, predict the reactants needed to synthesize it.